This data is from Full USPTO retrosynthesis dataset with 1.9M reactions from patents (1976-2016). The task is: Predict the reactants needed to synthesize the given product. (1) Given the product [NH2:1][CH2:4][C@@H:5]([C:7]1[CH:12]=[CH:11][C:10]([O:13][CH2:14][C:15]2[CH:16]=[CH:17][CH:18]=[CH:19][CH:20]=2)=[C:9]([F:21])[CH:8]=1)[OH:6], predict the reactants needed to synthesize it. The reactants are: [N:1]([CH2:4][C@@H:5]([C:7]1[CH:12]=[CH:11][C:10]([O:13][CH2:14][C:15]2[CH:20]=[CH:19][CH:18]=[CH:17][CH:16]=2)=[C:9]([F:21])[CH:8]=1)[OH:6])=[N+]=[N-].C1C=CC(P(C2C=CC=CC=2)C2C=CC=CC=2)=CC=1. (2) Given the product [Cl:28][C:24]1[CH:25]=[C:26]([F:27])[C:21]([C:18]2([C:16]([N:14]3[CH2:15][C@H:11]([S:8]([C:3]4[CH:4]=[CH:5][CH:6]=[CH:7][C:2]=4[Cl:1])(=[O:9])=[O:10])[CH2:12][C@H:13]3[C:29]([NH:43][C@@H:38]([CH2:39][CH:40]([CH3:42])[CH3:41])[C:37](=[O:44])[C:36]([NH:35][CH:32]3[CH2:34][CH2:33]3)=[O:45])=[O:31])=[O:17])[CH2:19][CH2:20]2)=[N:22][CH:23]=1, predict the reactants needed to synthesize it. The reactants are: [Cl:1][C:2]1[CH:7]=[CH:6][CH:5]=[CH:4][C:3]=1[S:8]([C@H:11]1[CH2:15][N:14]([C:16]([C:18]2([C:21]3[C:26]([F:27])=[CH:25][C:24]([Cl:28])=[CH:23][N:22]=3)[CH2:20][CH2:19]2)=[O:17])[C@H:13]([C:29]([OH:31])=O)[CH2:12]1)(=[O:10])=[O:9].[CH:32]1([NH:35][C:36](=[O:45])[C:37](=[O:44])[C@@H:38]([NH2:43])[CH2:39][CH:40]([CH3:42])[CH3:41])[CH2:34][CH2:33]1.